This data is from NCI-60 drug combinations with 297,098 pairs across 59 cell lines. The task is: Regression. Given two drug SMILES strings and cell line genomic features, predict the synergy score measuring deviation from expected non-interaction effect. Drug 1: C1CNP(=O)(OC1)N(CCCl)CCCl. Drug 2: C1C(C(OC1N2C=NC3=C2NC=NCC3O)CO)O. Cell line: SK-MEL-28. Synergy scores: CSS=1.55, Synergy_ZIP=3.38, Synergy_Bliss=4.33, Synergy_Loewe=-1.64, Synergy_HSA=-1.32.